From a dataset of Peptide-MHC class I binding affinity with 185,985 pairs from IEDB/IMGT. Regression. Given a peptide amino acid sequence and an MHC pseudo amino acid sequence, predict their binding affinity value. This is MHC class I binding data. (1) The peptide sequence is DDSIVTGI. The MHC is Mamu-A11 with pseudo-sequence Mamu-A11. The binding affinity (normalized) is 0.338. (2) The binding affinity (normalized) is 0.690. The MHC is HLA-B38:01 with pseudo-sequence HLA-B38:01. The peptide sequence is NHINYELSL. (3) The peptide sequence is FPQGKAREF. The MHC is HLA-A26:01 with pseudo-sequence HLA-A26:01. The binding affinity (normalized) is 0. (4) The peptide sequence is FAEGVIAFL. The MHC is HLA-B58:01 with pseudo-sequence HLA-B58:01. The binding affinity (normalized) is 0.0847. (5) The peptide sequence is RCWLTKNGSY. The MHC is HLA-A26:01 with pseudo-sequence HLA-A26:01. The binding affinity (normalized) is 0.0704. (6) The peptide sequence is MGKTITDVK. The MHC is HLA-B08:01 with pseudo-sequence HLA-B08:01. The binding affinity (normalized) is 0.0847. (7) The peptide sequence is STLERTSKASLER. The MHC is HLA-B15:03 with pseudo-sequence HLA-B15:03. The binding affinity (normalized) is 0.